From a dataset of Reaction yield outcomes from USPTO patents with 853,638 reactions. Predict the reaction yield, written as a fraction of the theoretical maximum amount of product (1.0 means a 100% yield; for example, 0.34 means a 34% yield). The reactants are [Cl:1][C:2]1[CH:7]=[CH:6][C:5]([C:8]2[O:9][C:10]3[C:16]([C:17]([OH:19])=O)=[CH:15][CH:14]=[CH:13][C:11]=3[N:12]=2)=[CH:4][CH:3]=1.Cl.Cl.[NH2:22][CH:23]1[CH:28]2[CH2:29][CH2:30][N:25]([CH2:26][CH2:27]2)[CH2:24]1. No catalyst specified. The product is [N:25]12[CH2:30][CH2:29][CH:28]([CH2:27][CH2:26]1)[CH:23]([NH:22][C:17]([C:16]1[C:10]3[O:9][C:8]([C:5]4[CH:4]=[CH:3][C:2]([Cl:1])=[CH:7][CH:6]=4)=[N:12][C:11]=3[CH:13]=[CH:14][CH:15]=1)=[O:19])[CH2:24]2. The yield is 0.550.